Dataset: Forward reaction prediction with 1.9M reactions from USPTO patents (1976-2016). Task: Predict the product of the given reaction. (1) Given the reactants [N:1]1[CH:6]=[CH:5][CH:4]=[C:3]([S:7](Cl)(=[O:9])=[O:8])[CH:2]=1.[Cl:11][C:12]1[C:13]([OH:41])=[C:14]([S:19]([N:22]([CH2:27][C:28]2[CH:33]=[C:32]([CH2:34][NH:35][CH2:36][CH:37]([CH3:39])[CH3:38])[CH:31]=[C:30]([Cl:40])[CH:29]=2)[CH2:23][CH:24]([CH3:26])[CH3:25])(=[O:21])=[O:20])[CH:15]=[C:16]([Cl:18])[CH:17]=1.CCN(CC)CC, predict the reaction product. The product is: [Cl:40][C:30]1[CH:31]=[C:32]([CH:33]=[C:28]([CH2:27][N:22]([CH2:23][CH:24]([CH3:26])[CH3:25])[S:19]([C:14]2[CH:15]=[C:16]([Cl:18])[CH:17]=[C:12]([Cl:11])[C:13]=2[OH:41])(=[O:21])=[O:20])[CH:29]=1)[CH2:34][N:35]([CH2:36][CH:37]([CH3:39])[CH3:38])[S:7]([C:3]1[CH:2]=[N:1][CH:6]=[CH:5][CH:4]=1)(=[O:9])=[O:8]. (2) Given the reactants [CH2:1]([N:8]1[CH2:17][CH2:16][C:15]2[N:14]=[C:13](Cl)[CH:12]=[CH:11][C:10]=2[CH2:9]1)[C:2]1[CH:7]=[CH:6][CH:5]=[CH:4][CH:3]=1.[CH3:19][O:20][CH2:21][CH2:22][NH2:23], predict the reaction product. The product is: [CH2:1]([N:8]1[CH2:17][CH2:16][C:15]2[N:14]=[C:13]([NH:23][CH2:22][CH2:21][O:20][CH3:19])[CH:12]=[CH:11][C:10]=2[CH2:9]1)[C:2]1[CH:7]=[CH:6][CH:5]=[CH:4][CH:3]=1. (3) Given the reactants [NH2:1][C:2]1[S:3][C:4]([O:13][CH3:14])=[C:5]([CH3:12])[C:6]=1[C:7]([O:9]CC)=O.ClC(Cl)(O[C:19](=[O:25])OC(Cl)(Cl)Cl)Cl.C(N(CC)CC)C.[C:34]1([CH2:40][CH2:41][NH2:42])[CH:39]=[CH:38][CH:37]=[CH:36][CH:35]=1, predict the reaction product. The product is: [CH3:14][O:13][C:4]1[S:3][C:2]2[NH:1][C:19](=[O:25])[N:42]([CH2:41][CH2:40][C:34]3[CH:39]=[CH:38][CH:37]=[CH:36][CH:35]=3)[C:7](=[O:9])[C:6]=2[C:5]=1[CH3:12]. (4) Given the reactants [OH-].[Li+].C[O:4][C:5]([C:7]1[NH:8][C:9](=[O:25])[N:10]([CH:12]2[CH2:17][CH2:16][N:15]([C:18]([O:20][C:21]([CH3:24])([CH3:23])[CH3:22])=[O:19])[CH2:14][CH2:13]2)[CH:11]=1)=[O:6], predict the reaction product. The product is: [C:21]([O:20][C:18]([N:15]1[CH2:16][CH2:17][CH:12]([N:10]2[CH:11]=[C:7]([C:5]([OH:6])=[O:4])[NH:8][C:9]2=[O:25])[CH2:13][CH2:14]1)=[O:19])([CH3:24])([CH3:22])[CH3:23]. (5) Given the reactants Br[C:2]1[CH:7]=[CH:6][N:5]=[C:4]2[N:8]([S:23]([C:26]3[CH:31]=[CH:30][CH:29]=[CH:28][CH:27]=3)(=[O:25])=[O:24])[C:9]([C:11]3[CH:16]=[CH:15][CH:14]=[C:13]([N:17]4[CH2:22][CH2:21][O:20][CH2:19][CH2:18]4)[CH:12]=3)=[CH:10][C:3]=12.Br[C:33]1[C:34]([C:40]2[CH:45]=[CH:44][C:43]([NH:46][C:47](=[O:51])[N:48]([CH3:50])[CH3:49])=[CH:42][CH:41]=2)=[N:35][N:36]([CH2:38][CH3:39])[CH:37]=1, predict the reaction product. The product is: [CH2:38]([N:36]1[CH:37]=[C:33]([C:2]2[CH:7]=[CH:6][N:5]=[C:4]3[N:8]([S:23]([C:26]4[CH:31]=[CH:30][CH:29]=[CH:28][CH:27]=4)(=[O:25])=[O:24])[C:9]([C:11]4[CH:16]=[CH:15][CH:14]=[C:13]([N:17]5[CH2:18][CH2:19][O:20][CH2:21][CH2:22]5)[CH:12]=4)=[CH:10][C:3]=23)[C:34]([C:40]2[CH:45]=[CH:44][C:43]([NH:46][C:47](=[O:51])[N:48]([CH3:50])[CH3:49])=[CH:42][CH:41]=2)=[N:35]1)[CH3:39]. (6) Given the reactants [OH:1][C:2]1[CH:7]=[C:6]([O:8][CH2:9][CH2:10][O:11][CH3:12])[CH:5]=[CH:4][C:3]=1/[CH:13]=[CH:14]/[C:15]([O:17][CH2:18][CH3:19])=[O:16].C(=O)([O-])[O-].[K+].[K+].F[C:27]1[CH:32]=[CH:31][C:30]([N+:33]([O-:35])=[O:34])=[CH:29][CH:28]=1.Cl, predict the reaction product. The product is: [CH3:12][O:11][CH2:10][CH2:9][O:8][C:6]1[CH:5]=[CH:4][C:3](/[CH:13]=[CH:14]/[C:15]([O:17][CH2:18][CH3:19])=[O:16])=[C:2]([O:1][C:27]2[CH:32]=[CH:31][C:30]([N+:33]([O-:35])=[O:34])=[CH:29][CH:28]=2)[CH:7]=1. (7) Given the reactants CS[C:3]1[NH:12][C:11](=[O:13])[C:10]2[CH2:9][CH2:8][CH2:7][CH2:6][C:5]=2[N:4]=1.[Cl:14][C:15]1[CH:20]=[CH:19][C:18]([N:21]2[CH2:26][CH2:25][NH:24][CH2:23][CH2:22]2)=[CH:17][CH:16]=1, predict the reaction product. The product is: [Cl:14][C:15]1[CH:16]=[CH:17][C:18]([N:21]2[CH2:26][CH2:25][N:24]([C:3]3[NH:12][C:11](=[O:13])[C:10]4[CH2:9][CH2:8][CH2:7][CH2:6][C:5]=4[N:4]=3)[CH2:23][CH2:22]2)=[CH:19][CH:20]=1.